This data is from Forward reaction prediction with 1.9M reactions from USPTO patents (1976-2016). The task is: Predict the product of the given reaction. (1) Given the reactants OO.C(OC(C(F)(F)F)=O)(C(F)(F)F)=[O:4].[CH3:16][N:17]([CH3:35])[CH2:18][CH2:19][NH:20][C:21]1[N:22]=[N+:23]([O-:34])[C:24]2[CH:30]=[C:29]3[CH2:31][CH2:32][O:33][C:28]3=[CH:27][C:25]=2[N:26]=1.C(O)(C(F)(F)F)=O.N, predict the reaction product. The product is: [O-:34][N+:23]1[C:24]2[CH:30]=[C:29]3[CH2:31][CH2:32][O:33][C:28]3=[CH:27][C:25]=2[N+:26]([O-:4])=[C:21]([NH:20][CH2:19][CH2:18][N:17]([CH3:35])[CH3:16])[N:22]=1. (2) Given the reactants [OH:1][N:2]1[CH:6]=[CH:5][CH:4]=[N:3]1.[N:7]1([C:13](Cl)=[O:14])[CH2:12][CH2:11][O:10][CH2:9][CH2:8]1, predict the reaction product. The product is: [N:2]1([O:1][C:13]([N:7]2[CH2:12][CH2:11][O:10][CH2:9][CH2:8]2)=[O:14])[CH:6]=[CH:5][CH:4]=[N:3]1.